Dataset: Forward reaction prediction with 1.9M reactions from USPTO patents (1976-2016). Task: Predict the product of the given reaction. (1) Given the reactants Cl[C:2]1[CH:27]=[CH:26][C:5]([C:6]([NH:8]C2C=CC(Cl)=C(NC(=O)C3C=CC=C(Cl)C=3)C=2)=[O:7])=[CH:4][N:3]=1.C[C@H]1CNC[C@@H](C)N1, predict the reaction product. The product is: [C:6]([NH2:8])(=[O:7])[C:5]1[CH:26]=[CH:27][CH:2]=[N:3][CH:4]=1. (2) Given the reactants [CH3:1][Si:2]([CH3:42])([CH2:21][CH2:22][C:23]([F:41])([F:40])[C:24]([F:39])([F:38])[C:25]([F:37])([F:36])[C:26]([F:35])([F:34])[C:27]([F:33])([F:32])[C:28]([F:31])([F:30])[F:29])[CH2:3][CH2:4][CH2:5][CH2:6][O:7][C:8]1[CH:13]=[CH:12][C:11]([C:14]2[N:19]=[CH:18][C:17]([OH:20])=[CH:16][N:15]=2)=[CH:10][CH:9]=1.[CH2:43]([CH:47]1[CH2:51][C:50](=[O:52])[O:49][CH:48]1[CH2:53]OS(C1C=CC(C)=CC=1)(=O)=O)[CH:44]([CH3:46])[CH3:45].C(=O)([O-])[O-].[Cs+].[Cs+], predict the reaction product. The product is: [CH3:42][Si:2]([CH3:1])([CH2:21][CH2:22][C:23]([F:41])([F:40])[C:24]([F:38])([F:39])[C:25]([F:36])([F:37])[C:26]([F:34])([F:35])[C:27]([F:32])([F:33])[C:28]([F:29])([F:30])[F:31])[CH2:3][CH2:4][CH2:5][CH2:6][O:7][C:8]1[CH:13]=[CH:12][C:11]([C:14]2[N:15]=[CH:16][C:17]([O:20][CH2:53][CH:48]3[O:49][C:50](=[O:52])[CH2:51][CH:47]3[CH2:43][CH:44]([CH3:46])[CH3:45])=[CH:18][N:19]=2)=[CH:10][CH:9]=1.